This data is from Retrosynthesis with 50K atom-mapped reactions and 10 reaction types from USPTO. The task is: Predict the reactants needed to synthesize the given product. (1) Given the product COC(=O)C(Nc1cc(F)c(F)c(F)c1)c1cccc(F)c1, predict the reactants needed to synthesize it. The reactants are: COC(=O)C(Br)c1cccc(F)c1.Nc1cc(F)c(F)c(F)c1. (2) The reactants are: COc1cc(C=O)ccc1O.Ic1ccccc1. Given the product COc1cc(C=O)ccc1Oc1ccccc1, predict the reactants needed to synthesize it. (3) The reactants are: Cc1nc(-n2nc(C(C)(C)COCc3ccccc3)[nH]c2=O)ccc1Oc1ccnc(-c2cnn(C)c2)c1. Given the product Cc1nc(-n2nc(C(C)(C)CO)[nH]c2=O)ccc1Oc1ccnc(-c2cnn(C)c2)c1, predict the reactants needed to synthesize it. (4) Given the product Fc1ccc(-c2csc(Nc3ccccc3C(F)(F)F)n2)cc1, predict the reactants needed to synthesize it. The reactants are: NC(=S)Nc1ccccc1C(F)(F)F.O=C(CBr)c1ccc(F)cc1. (5) Given the product COc1ccc2c(c1)C(=O)C(=Cc1ccccc1)O2, predict the reactants needed to synthesize it. The reactants are: COc1ccc2c(c1)C(=O)CO2.O=Cc1ccccc1. (6) Given the product CS(=O)(=O)Nc1ccc(C(=O)O)cc1, predict the reactants needed to synthesize it. The reactants are: CCOC(=O)c1ccc(NS(C)(=O)=O)cc1. (7) The reactants are: CCOC(=O)[C@H]1CCCN1C(=O)Sc1cccc(O[Si](C)(C)C(C)(C)C)c1. Given the product CCOC(=O)[C@H]1CCCN1C(=O)Sc1cccc(O)c1, predict the reactants needed to synthesize it.